From a dataset of TCR-epitope binding with 47,182 pairs between 192 epitopes and 23,139 TCRs. Binary Classification. Given a T-cell receptor sequence (or CDR3 region) and an epitope sequence, predict whether binding occurs between them. (1) The epitope is FQPTNGVGY. The TCR CDR3 sequence is CASSLGGETQYF. Result: 0 (the TCR does not bind to the epitope). (2) The epitope is FVDGVPFVV. The TCR CDR3 sequence is CASSLWTGRGMNTEAFF. Result: 1 (the TCR binds to the epitope). (3) The epitope is IYSKHTPINL. The TCR CDR3 sequence is CATSSNSLDGGTGELFF. Result: 0 (the TCR does not bind to the epitope). (4) The epitope is LLQTGIHVRVSQPSL. The TCR CDR3 sequence is CASSYVTGGVPVEQYF. Result: 1 (the TCR binds to the epitope).